Predict the product of the given reaction. From a dataset of Forward reaction prediction with 1.9M reactions from USPTO patents (1976-2016). (1) Given the reactants [Cl:1][C:2]1[CH:10]=[CH:9][C:5]([C:6](Cl)=[O:7])=[CH:4][N:3]=1.C(N(CC)C(C)C)C.Cl.[CH3:20][NH:21][O:22][CH3:23], predict the reaction product. The product is: [Cl:1][C:2]1[N:3]=[CH:4][C:5]([C:6]([N:21]([CH3:20])[O:22][CH3:23])=[O:7])=[CH:9][CH:10]=1. (2) Given the reactants [Br:1][C:2]1[CH:3]=[C:4]2[C:9](=[CH:10][CH:11]=1)[N:8]=[C:7]([CH2:12][CH3:13])[C:6]([CH2:14][C:15]1[CH:20]=[CH:19][C:18]([C:21]([F:24])([F:23])[F:22])=[CH:17][CH:16]=1)=[C:5]2O.P(Cl)(Cl)([Cl:28])=O, predict the reaction product. The product is: [Br:1][C:2]1[CH:3]=[C:4]2[C:9](=[CH:10][CH:11]=1)[N:8]=[C:7]([CH2:12][CH3:13])[C:6]([CH2:14][C:15]1[CH:20]=[CH:19][C:18]([C:21]([F:24])([F:23])[F:22])=[CH:17][CH:16]=1)=[C:5]2[Cl:28]. (3) Given the reactants Cl.[NH2:2][C@@H:3]([C@@H:14]([CH3:17])[CH2:15][CH3:16])[C:4]([N:6]1[CH2:10][C@@H:9]([F:11])[CH2:8][C@H:7]1[C:12]#[N:13])=[O:5].[BrH:18].CCCCC, predict the reaction product. The product is: [BrH:18].[NH2:2][C@@H:3]([C@@H:14]([CH3:17])[CH2:15][CH3:16])[C:4]([N:6]1[CH2:10][C@@H:9]([F:11])[CH2:8][C@H:7]1[C:12]#[N:13])=[O:5]. (4) Given the reactants [C:1]1([CH:8]=[CH:7][CH:6]=[C:4]([OH:5])[CH:3]=1)[OH:2].[CH2:9]([N:16]1[CH:20]=[CH:19][CH:18]=[C:17]1[C:21]1[N:26]=[C:25](Cl)[N:24]=[C:23](Cl)[N:22]=1)[C:10]1[CH:15]=[CH:14][CH:13]=[CH:12][CH:11]=1.[Cl-].[Cl-].[Cl-].[Al+3], predict the reaction product. The product is: [CH2:9]([N:16]1[CH:20]=[CH:19][CH:18]=[C:17]1[C:21]1[N:26]=[C:25]([C:6]2[CH:7]=[CH:8][C:1]([OH:2])=[CH:3][C:4]=2[OH:5])[N:24]=[C:23]([C:6]2[CH:7]=[CH:8][C:1]([OH:2])=[CH:3][C:4]=2[OH:5])[N:22]=1)[C:10]1[CH:15]=[CH:14][CH:13]=[CH:12][CH:11]=1. (5) Given the reactants C([C:5]1[CH2:9][CH:8]=[CH:7][CH:6]=1)CCC.CCCCCC.C([Li])CCC.[Cl:21][Si:22](Cl)([CH2:24][Cl:25])[CH3:23], predict the reaction product. The product is: [Cl:21][Si:22]([CH2:24][Cl:25])([CH:9]1[CH:8]=[CH:7][CH:6]=[CH:5]1)[CH3:23].